From a dataset of Reaction yield outcomes from USPTO patents with 853,638 reactions. Predict the reaction yield, written as a fraction of the theoretical maximum amount of product (1.0 means a 100% yield; for example, 0.34 means a 34% yield). (1) The reactants are C(NC(C)C)(C)C.[Br:8][C:9]1[CH:14]=[CH:13][N:12]=[C:11]2[N:15]([S:18]([C:21]3[CH:26]=[CH:25][C:24]([CH3:27])=[CH:23][CH:22]=3)(=[O:20])=[O:19])[CH:16]=[CH:17][C:10]=12.[I:28]I. The catalyst is C1COCC1. The product is [Br:8][C:9]1[CH:14]=[CH:13][N:12]=[C:11]2[N:15]([S:18]([C:21]3[CH:26]=[CH:25][C:24]([CH3:27])=[CH:23][CH:22]=3)(=[O:20])=[O:19])[C:16]([I:28])=[CH:17][C:10]=12. The yield is 0.700. (2) The reactants are [Cl:1][C:2]1[CH:7]=[C:6]([NH2:8])[C:5]([O:9][CH3:10])=[CH:4][C:3]=1[C:11]1[CH:16]=[CH:15][CH:14]=[C:13]([F:17])[CH:12]=1.[CH2:18]([S:25][C:26]1[CH:27]=[C:28](/[CH:33]=[CH:34]/[C:35](OCC)=[O:36])[C:29](Cl)=[N:30][CH:31]=1)[C:19]1[CH:24]=[CH:23][CH:22]=[CH:21][CH:20]=1.CC1(C)C2C(=C(P(C3C=CC=CC=3)C3C=CC=CC=3)C=CC=2)OC2C(P(C3C=CC=CC=3)C3C=CC=CC=3)=CC=CC1=2.C(=O)([O-])[O-].[Cs+].[Cs+]. The catalyst is C1C=CC(/C=C/C(/C=C/C2C=CC=CC=2)=O)=CC=1.C1C=CC(/C=C/C(/C=C/C2C=CC=CC=2)=O)=CC=1.C1C=CC(/C=C/C(/C=C/C2C=CC=CC=2)=O)=CC=1.[Pd].[Pd].O1CCOCC1. The product is [CH2:18]([S:25][C:26]1[CH:27]=[C:28]2[C:29](=[N:30][CH:31]=1)[N:8]([C:6]1[C:5]([O:9][CH3:10])=[CH:4][C:3]([C:11]3[CH:16]=[CH:15][CH:14]=[C:13]([F:17])[CH:12]=3)=[C:2]([Cl:1])[CH:7]=1)[C:35](=[O:36])[CH:34]=[CH:33]2)[C:19]1[CH:20]=[CH:21][CH:22]=[CH:23][CH:24]=1. The yield is 0.680.